From a dataset of Full USPTO retrosynthesis dataset with 1.9M reactions from patents (1976-2016). Predict the reactants needed to synthesize the given product. The reactants are: C(=O)([O-])[O-].[K+].[K+].[CH2:7]([NH2:10])[CH2:8][CH3:9].[CH:11]1[C:20]2[C:15](=[CH:16][CH:17]=[CH:18][CH:19]=2)[CH:14]=[CH:13][C:12]=1[O:21][CH2:22][CH2:23][CH2:24][CH2:25]Cl. Given the product [CH2:7]([NH:10][CH2:25][CH2:24][CH2:23][CH2:22][O:21][C:12]1[CH:13]=[CH:14][C:15]2[C:20](=[CH:19][CH:18]=[CH:17][CH:16]=2)[CH:11]=1)[CH2:8][CH3:9], predict the reactants needed to synthesize it.